From a dataset of Forward reaction prediction with 1.9M reactions from USPTO patents (1976-2016). Predict the product of the given reaction. Given the reactants [Cl:1][C:2]1[CH:18]=[CH:17][C:5]([C:6](=[S:16])[NH:7][C:8]2[CH:13]=[CH:12][C:11]([S:14][CH3:15])=[CH:10][CH:9]=2)=[CH:4][CH:3]=1.[OH-].[Na+], predict the reaction product. The product is: [Cl:1][C:2]1[CH:18]=[CH:17][C:5]([C:6]2[S:16][C:13]3[CH:12]=[C:11]([S:14][CH3:15])[CH:10]=[CH:9][C:8]=3[N:7]=2)=[CH:4][CH:3]=1.